Task: Predict the reaction yield, written as a fraction of the theoretical maximum amount of product (1.0 means a 100% yield; for example, 0.34 means a 34% yield).. Dataset: Reaction yield outcomes from USPTO patents with 853,638 reactions (1) The reactants are Cl[CH2:2][C:3]([N:5]1[CH2:10][CH2:9][S:8][C:7]2[CH:11]=[CH:12][C:13]([N+:15]([O-:17])=[O:16])=[CH:14][C:6]1=2)=[O:4].Cl.C(OCC)C.[NH:24]1[CH2:28][CH2:27][CH2:26][CH2:25]1. The catalyst is O1CCOCC1.C(OCC)(=O)C.O. The product is [N+:15]([C:13]1[CH:12]=[CH:11][C:7]2[S:8][CH2:9][CH2:10][N:5]([C:3](=[O:4])[CH2:2][N:24]3[CH2:28][CH2:27][CH2:26][CH2:25]3)[C:6]=2[CH:14]=1)([O-:17])=[O:16]. The yield is 0.980. (2) The reactants are [CH:1]1([C:4]2[CH:11]=[CH:10][C:7]([CH:8]=[O:9])=[CH:6][CH:5]=2)[CH2:3][CH2:2]1.Br[C:13]1C=CC(C2(CC)CC2)=C[CH:14]=1.[Li]CCCC.CN(C=O)C. No catalyst specified. The product is [CH2:13]([C:1]1([C:4]2[CH:5]=[CH:6][C:7]([CH:8]=[O:9])=[CH:10][CH:11]=2)[CH2:2][CH2:3]1)[CH3:14]. The yield is 0.810. (3) The reactants are [CH3:1][S:2][C:3]1[N:4]=[CH:5][C:6]2[CH:12]=[CH:11][C:10](=[O:13])[NH:9][C:7]=2[N:8]=1.[Br:14]N1C(=O)CCC1=O. The catalyst is CN(C)C=O. The product is [Br:14][C:11]1[C:10](=[O:13])[NH:9][C:7]2[N:8]=[C:3]([S:2][CH3:1])[N:4]=[CH:5][C:6]=2[CH:12]=1. The yield is 0.480. (4) The reactants are [CH2:1]([C:3](=[CH:6][CH2:7][C:8]1[C:9]([O:21][CH2:22][CH2:23][Si:24]([CH3:27])([CH3:26])[CH3:25])=[C:10]2[C:14](=[C:15]([CH3:19])[C:16]=1[CH2:17][CH3:18])[CH2:13][O:12][C:11]2=[O:20])[CH:4]=O)[CH3:2].C(O)(=O)C(O)=O.[CH2:34]([O:36][P:37]([CH2:42][CH2:43][NH2:44])(=[O:41])[O:38][CH2:39][CH3:40])[CH3:35].C(O)(=O)C.C(O[BH-](OC(=O)C)OC(=O)C)(=O)C.[Na+]. The catalyst is CN(C=O)C. The product is [CH2:39]([O:38][P:37]([CH2:42][CH2:43][NH:44][CH2:4][C:3]([CH2:1][CH3:2])=[CH:6][CH2:7][C:8]1[C:9]([O:21][CH2:22][CH2:23][Si:24]([CH3:25])([CH3:27])[CH3:26])=[C:10]2[C:14](=[C:15]([CH3:19])[C:16]=1[CH2:17][CH3:18])[CH2:13][O:12][C:11]2=[O:20])(=[O:41])[O:36][CH2:34][CH3:35])[CH3:40]. The yield is 0.650. (5) The reactants are [OH:1][C:2]1[C:9]([CH3:10])=[CH:8][C:5]([C:6]#[N:7])=[CH:4][C:3]=1[CH3:11].C([O-])([O-])=O.[K+].[K+].[CH2:18](Br)[CH:19]=[CH2:20]. The catalyst is CC(C)=O. The product is [CH2:20]([O:1][C:2]1[C:3]([CH3:11])=[CH:4][C:5]([C:6]#[N:7])=[CH:8][C:9]=1[CH3:10])[CH:19]=[CH2:18]. The yield is 0.984. (6) The reactants are Br[CH2:2][C:3]([C:5]1[CH:6]=[CH:7][C:8]2[C:17]3[CH:16]=[C:15]4[CH2:18][CH2:19][CH2:20][C:21](=[O:22])[C:14]4=[CH:13][C:12]=3[O:11][CH2:10][C:9]=2[CH:23]=1)=[O:4].[C:24]([O:28][C:29]([N:31]1[C@@H:35]([CH3:36])[CH2:34][CH2:33][C@H:32]1[C:37]([OH:39])=[O:38])=[O:30])([CH3:27])([CH3:26])[CH3:25].C(N(CC)CC)C. The catalyst is CC#N.CCOC(C)=O. The product is [CH3:36][C@@H:35]1[N:31]([C:29]([O:28][C:24]([CH3:25])([CH3:27])[CH3:26])=[O:30])[C@H:32]([C:37]([O:39][CH2:2][C:3](=[O:4])[C:5]2[CH:6]=[CH:7][C:8]3[C:17]4[CH:16]=[C:15]5[CH2:18][CH2:19][CH2:20][C:21](=[O:22])[C:14]5=[CH:13][C:12]=4[O:11][CH2:10][C:9]=3[CH:23]=2)=[O:38])[CH2:33][CH2:34]1. The yield is 0.650. (7) The reactants are C(OC([N:8]1[CH2:12][CH2:11][C@H:10]([O:13][C:14]2[N:35]=[CH:34][C:17]3[O:18][CH2:19][CH2:20][N:21]([C:22]4[CH:23]=[N:24][C:25]([O:32][CH3:33])=[C:26]([C:28]([F:31])([F:30])[F:29])[CH:27]=4)[C:16]=3[CH:15]=2)[CH2:9]1)=O)(C)(C)C.C(O)(C(F)(F)F)=O. The catalyst is C(Cl)Cl. The product is [CH3:33][O:32][C:25]1[N:24]=[CH:23][C:22]([N:21]2[CH2:20][CH2:19][O:18][C:17]3[CH:34]=[N:35][C:14]([O:13][C@H:10]4[CH2:11][CH2:12][NH:8][CH2:9]4)=[CH:15][C:16]2=3)=[CH:27][C:26]=1[C:28]([F:31])([F:29])[F:30]. The yield is 0.940. (8) The reactants are [CH3:1][C:2]1[CH:7]=[C:6]([CH3:8])[NH:5][C:4](=[O:9])[C:3]=1[CH2:10][NH:11][C:12]([C:14]1[C:15]2[CH:36]=[N:35][N:34]([CH:37]([CH3:39])[CH3:38])[C:16]=2[N:17]=[C:18]([C:20]2[CH2:21][CH2:22][N:23]([C:26]([CH:28]3[CH2:33][CH2:32][NH:31][CH2:30][CH2:29]3)=[O:27])[CH2:24][CH:25]=2)[CH:19]=1)=[O:13].C=O.[BH3-][C:43]#N.[Na+]. The catalyst is CO. The product is [CH3:1][C:2]1[CH:7]=[C:6]([CH3:8])[NH:5][C:4](=[O:9])[C:3]=1[CH2:10][NH:11][C:12]([C:14]1[C:15]2[CH:36]=[N:35][N:34]([CH:37]([CH3:39])[CH3:38])[C:16]=2[N:17]=[C:18]([C:20]2[CH2:21][CH2:22][N:23]([C:26]([CH:28]3[CH2:29][CH2:30][N:31]([CH3:43])[CH2:32][CH2:33]3)=[O:27])[CH2:24][CH:25]=2)[CH:19]=1)=[O:13]. The yield is 0.290. (9) No catalyst specified. The yield is 0.680. The product is [Cl:11][C:12]1[CH:17]=[CH:16][C:15]([S:18]([NH:8][C:6]2[CH:7]=[C:2]([Cl:1])[CH:3]=[CH:4][C:5]=2[S:9][CH3:10])(=[O:20])=[O:19])=[CH:14][CH:13]=1. The reactants are [Cl:1][C:2]1[CH:3]=[CH:4][C:5]([S:9][CH3:10])=[C:6]([NH2:8])[CH:7]=1.[Cl:11][C:12]1[CH:17]=[CH:16][C:15]([S:18](Cl)(=[O:20])=[O:19])=[CH:14][CH:13]=1.